The task is: Predict the product of the given reaction.. This data is from Forward reaction prediction with 1.9M reactions from USPTO patents (1976-2016). (1) Given the reactants [NH2:1][C:2]1[N:3]=[C:4]([C:17]2[CH:22]=[CH:21][CH:20]=[CH:19][CH:18]=2)[C:5]([C:9]2[CH:10]=[CH:11][C:12](=[O:16])[N:13]([CH3:15])[N:14]=2)=[N:6][C:7]=1Br.C(N)C1C=CC=CC=1.O.C[C:33]([N:35](C)[CH3:36])=O, predict the reaction product. The product is: [NH2:1][C:2]1[N:3]=[C:4]([C:17]2[CH:22]=[CH:21][CH:20]=[CH:19][CH:18]=2)[C:5]([C:9]2[CH:10]=[CH:11][C:12](=[O:16])[N:13]([CH3:15])[N:14]=2)=[N:6][C:7]=1[N:35]([CH3:36])[CH3:33]. (2) Given the reactants Cl[C:2]1[C:11]2[N:12]=[CH:13][N:14]=[CH:15][C:10]=2[C:9]2[CH:8]=[CH:7][C:6]([C:16]([O:18][CH3:19])=[O:17])=[CH:5][C:4]=2[N:3]=1.[F:20][C:21]1[CH:22]=[C:23]([CH:25]=[C:26]([F:28])[CH:27]=1)[NH2:24].O, predict the reaction product. The product is: [F:20][C:21]1[CH:22]=[C:23]([NH:24][C:2]2[C:11]3[N:12]=[CH:13][N:14]=[CH:15][C:10]=3[C:9]3[CH:8]=[CH:7][C:6]([C:16]([O:18][CH3:19])=[O:17])=[CH:5][C:4]=3[N:3]=2)[CH:25]=[C:26]([F:28])[CH:27]=1. (3) The product is: [CH3:21][NH:22][C:23]([C:25]1[CH:26]=[N:27][N:28]([C:2]2[N:3]=[C:4]([NH2:20])[C:5]3[N:6]=[CH:7][N:8]([C:18]=3[N:19]=2)[C@@H:9]2[O:17][C@H:14]([CH2:15][OH:16])[C@@H:12]([OH:13])[C@H:10]2[OH:11])[CH:29]=1)=[O:24]. Given the reactants F[C:2]1[N:3]=[C:4]([NH2:20])[C:5]2[N:6]=[CH:7][N:8]([C:18]=2[N:19]=1)[C@@H:9]1[O:17][C@H:14]([CH2:15][OH:16])[C@@H:12]([OH:13])[C@H:10]1[OH:11].[CH3:21][NH:22][C:23]([C:25]1[CH:26]=[N:27][NH:28][CH:29]=1)=[O:24], predict the reaction product. (4) Given the reactants [CH3:1][O:2][C:3]1[CH:4]=[C:5]2C(=[CH:10][CH:11]=1)NC=[CH:6]2.[Br:12]Br.[H-].[Na+].IC.[CH3:18][N:19]([CH3:22])[CH:20]=O, predict the reaction product. The product is: [Br:12][C:6]1[C:5]2[C:18](=[CH:10][CH:11]=[C:3]([O:2][CH3:1])[CH:4]=2)[N:19]([CH3:22])[CH:20]=1. (5) Given the reactants [NH2:1][C:2]1[C:25]([N+:26]([O-])=O)=[CH:24][CH:23]=[CH:22][C:3]=1[C:4]([NH:6][C:7]1[CH:12]=[CH:11][C:10]([CH2:13][CH2:14][N:15]2[CH2:20][CH2:19][N:18]([CH3:21])[CH2:17][CH2:16]2)=[CH:9][CH:8]=1)=[O:5], predict the reaction product. The product is: [NH2:1][C:2]1[C:25]([NH2:26])=[CH:24][CH:23]=[CH:22][C:3]=1[C:4]([NH:6][C:7]1[CH:8]=[CH:9][C:10]([CH2:13][CH2:14][N:15]2[CH2:20][CH2:19][N:18]([CH3:21])[CH2:17][CH2:16]2)=[CH:11][CH:12]=1)=[O:5]. (6) Given the reactants CC1(C)C(C)(C)OB([C:9]2[CH:21]=[CH:20][C:19]3[C:18]4[C:13](=[CH:14][CH:15]=[CH:16][CH:17]=4)[C:12]([CH2:26][CH2:27][CH2:28][CH3:29])([CH2:22][CH2:23][CH2:24][CH3:25])[C:11]=3[CH:10]=2)O1.Br[C:32]1[CH:33]=[C:34]([C:39]2[O:40][C:41]([C:44]3[CH:49]=[CH:48][C:47]([O:50][CH2:51][CH2:52][CH2:53][CH2:54][CH2:55][CH2:56][CH2:57][CH3:58])=[CH:46][CH:45]=3)=[N:42][N:43]=2)[CH:35]=[C:36](Br)[CH:37]=1, predict the reaction product. The product is: [CH2:26]([C:12]1([CH2:22][CH2:23][CH2:24][CH3:25])[C:11]2[CH:10]=[C:9]([C:32]3[CH:33]=[C:34]([C:39]4[O:40][C:41]([C:44]5[CH:49]=[CH:48][C:47]([O:50][CH2:51][CH2:52][CH2:53][CH2:54][CH2:55][CH2:56][CH2:57][CH3:58])=[CH:46][CH:45]=5)=[N:42][N:43]=4)[CH:35]=[C:36]([C:9]4[CH:21]=[CH:20][C:19]5[C:18]6[C:13](=[CH:14][CH:15]=[CH:16][CH:17]=6)[C:12]([CH2:26][CH2:27][CH2:28][CH3:29])([CH2:22][CH2:23][CH2:24][CH3:25])[C:11]=5[CH:10]=4)[CH:37]=3)[CH:21]=[CH:20][C:19]=2[C:18]2[C:13]1=[CH:14][CH:15]=[CH:16][CH:17]=2)[CH2:27][CH2:28][CH3:29]. (7) Given the reactants [Cl:1][C:2]1[CH:7]=[C:6]([Cl:8])[N:5]=[C:4]([CH2:9]Cl)[N:3]=1.[CH2:11]([O:13][P:14]([O:18]CC)[O:15][CH2:16][CH3:17])[CH3:12], predict the reaction product. The product is: [Cl:8][C:6]1[CH:7]=[C:2]([Cl:1])[N:3]=[C:4]([CH2:9][P:14](=[O:18])([O:15][CH2:16][CH3:17])[O:13][CH2:11][CH3:12])[N:5]=1. (8) Given the reactants [Br:1][C:2]1[CH:7]=[CH:6][C:5]([NH:8][C:9](=[NH:18])[C:10]2[C:15]([Cl:16])=[CH:14][CH:13]=[CH:12][C:11]=2[Cl:17])=[CH:4][CH:3]=1.Br[CH2:20][C:21](=O)[C:22]([CH3:28])([CH3:27])[C:23]([O:25][CH3:26])=[O:24].C([O-])(O)=O.[Na+], predict the reaction product. The product is: [CH3:26][O:25][C:23](=[O:24])[C:22]([C:21]1[N:18]=[C:9]([C:10]2[C:11]([Cl:17])=[CH:12][CH:13]=[CH:14][C:15]=2[Cl:16])[N:8]([C:5]2[CH:4]=[CH:3][C:2]([Br:1])=[CH:7][CH:6]=2)[CH:20]=1)([CH3:28])[CH3:27].